Predict the reactants needed to synthesize the given product. From a dataset of Full USPTO retrosynthesis dataset with 1.9M reactions from patents (1976-2016). (1) Given the product [CH3:19][O:18][CH2:17][CH2:16][C:9]12[CH2:10][CH2:11][C:12]([CH3:1])([CH2:13][CH2:14]1)[O:15][C:7]2=[O:8], predict the reactants needed to synthesize it. The reactants are: [CH3:1][Mg]Br.C(O[C:7]([C:9]1([CH2:16][CH2:17][O:18][CH3:19])[CH2:14][CH2:13][C:12](=[O:15])[CH2:11][CH2:10]1)=[O:8])C.[NH4+].[Cl-]. (2) Given the product [CH2:1]([C:3]1[CH:4]=[C:5]([CH:6]=[CH:7][C:8]=1[CH2:9][CH3:10])[CH2:11][C@@H:12]([NH:16][C:17]([N:19]1[CH2:20][CH2:21][CH:22]([N:25]2[CH2:31][CH2:30][C:29]3[CH:32]=[CH:33][CH:34]=[CH:35][C:28]=3[NH:27][C:26]2=[O:36])[CH2:23][CH2:24]1)=[O:18])[C:13]([N:41]1[CH2:42][CH2:43][CH2:44][CH:39]([N:38]([CH3:45])[CH3:37])[CH2:40]1)=[O:14])[CH3:2], predict the reactants needed to synthesize it. The reactants are: [CH2:1]([C:3]1[CH:4]=[C:5]([CH2:11][C@@H:12]([NH:16][C:17]([N:19]2[CH2:24][CH2:23][CH:22]([N:25]3[CH2:31][CH2:30][C:29]4[CH:32]=[CH:33][CH:34]=[CH:35][C:28]=4[NH:27][C:26]3=[O:36])[CH2:21][CH2:20]2)=[O:18])[C:13](O)=[O:14])[CH:6]=[CH:7][C:8]=1[CH2:9][CH3:10])[CH3:2].[CH3:37][N:38]([CH3:45])[CH:39]1[CH2:44][CH2:43][CH2:42][NH:41][CH2:40]1. (3) Given the product [CH:11]1([C:2]2[CH:7]=[CH:6][C:5]([O:8][CH3:9])=[C:4]([CH3:10])[CH:3]=2)[CH2:13][CH2:12]1, predict the reactants needed to synthesize it. The reactants are: Br[C:2]1[CH:7]=[CH:6][C:5]([O:8][CH3:9])=[C:4]([CH3:10])[CH:3]=1.[CH:11]1([Mg]Br)[CH2:13][CH2:12]1. (4) The reactants are: [NH2:1][CH2:2][C:3]1[C:4]([NH2:28])=[N:5][C:6]([O:9][CH2:10][CH2:11][CH2:12][CH2:13][N:14]2[CH2:19][CH2:18][N:17]([C:20]3[CH:25]=[CH:24][CH:23]=[C:22]([Cl:26])[C:21]=3[Cl:27])[CH2:16][CH2:15]2)=[CH:7][CH:8]=1.Cl[C:30](OC1C=CC([N+]([O-])=O)=CC=1)=[O:31].[Li+].CC([N-]C(C)C)C. Given the product [Cl:27][C:21]1[C:22]([Cl:26])=[CH:23][CH:24]=[CH:25][C:20]=1[N:17]1[CH2:16][CH2:15][N:14]([CH2:13][CH2:12][CH2:11][CH2:10][O:9][C:6]2[CH:7]=[CH:8][C:3]3[CH2:2][NH:1][C:30](=[O:31])[NH:28][C:4]=3[N:5]=2)[CH2:19][CH2:18]1, predict the reactants needed to synthesize it. (5) Given the product [C:1]([O:5][C:6]([N:8]1[CH2:13][CH2:12][CH:11]([C:14]2([CH2:29][C:28]3[CH:31]=[CH:32][CH:33]=[C:26]([Cl:25])[CH:27]=3)[C:22]3[C:17](=[CH:18][C:19]([Cl:23])=[CH:20][CH:21]=3)[NH:16][C:15]2=[O:24])[CH2:10][CH2:9]1)=[O:7])([CH3:4])([CH3:2])[CH3:3], predict the reactants needed to synthesize it. The reactants are: [C:1]([O:5][C:6]([N:8]1[CH2:13][CH2:12][CH:11]([CH:14]2[C:22]3[C:17](=[CH:18][C:19]([Cl:23])=[CH:20][CH:21]=3)[NH:16][C:15]2=[O:24])[CH2:10][CH2:9]1)=[O:7])([CH3:4])([CH3:3])[CH3:2].[Cl:25][C:26]1[CH:27]=[C:28]([CH:31]=[CH:32][CH:33]=1)[CH2:29]Br.[I-].[K+].C(=O)([O-])[O-].[K+].[K+]. (6) Given the product [Cl:26][C:22]1[CH:21]=[C:20]([C:18]2[N:19]=[C:15]([N:12]3[C:11]4[CH:30]=[C:7]([O:6][CH2:5][CH2:4][CH2:3][CH2:2][N:39]5[CH2:44][CH2:43][N:46]([CH3:45])[CH2:41][CH2:40]5)[CH:8]=[CH:9][C:10]=4[N:14]=[CH:13]3)[S:16][C:17]=2[C:27]([NH2:29])=[O:28])[CH:25]=[CH:24][CH:23]=1, predict the reactants needed to synthesize it. The reactants are: Cl[CH2:2][CH2:3][CH2:4][CH2:5][O:6][C:7]1[CH:8]=[CH:9][C:10]2[N:14]=[CH:13][N:12]([C:15]3[S:16][C:17]([C:27]([NH2:29])=[O:28])=[C:18]([C:20]4[CH:25]=[CH:24][CH:23]=[C:22]([Cl:26])[CH:21]=4)[N:19]=3)[C:11]=2[CH:30]=1.C(=O)([O-])[O-].[K+].[K+].[I-].[K+].[NH:39]1[CH2:44][CH2:43]O[CH2:41][CH2:40]1.[CH3:45][N:46](C)C=O. (7) Given the product [Br:15][C:13]1[C:12]([CH2:16][N:25]2[CH2:30][CH2:29][O:28][CH2:27][CH2:26]2)=[CH:11][C:6]([C:7]([O:9][CH3:10])=[O:8])=[C:5]([OH:4])[CH:14]=1, predict the reactants needed to synthesize it. The reactants are: C([O:4][C:5]1[CH:14]=[C:13]([Br:15])[C:12]([CH2:16]Br)=[CH:11][C:6]=1[C:7]([O:9][CH3:10])=[O:8])(=O)C.C(N(CC)CC)C.[NH:25]1[CH2:30][CH2:29][O:28][CH2:27][CH2:26]1.